Dataset: HIV replication inhibition screening data with 41,000+ compounds from the AIDS Antiviral Screen. Task: Binary Classification. Given a drug SMILES string, predict its activity (active/inactive) in a high-throughput screening assay against a specified biological target. (1) The drug is O=C1c2ccc([N+](=O)[O-])cc2[N+](=O)[C-]1c1ccc([C-]2C(=O)c3ccc([N+](=O)[O-])cc3[N+]2=O)cc1. The result is 0 (inactive). (2) The molecule is CC1(C)CCc2cc3c(cc2O1)OC(C)(C)CC3=O. The result is 0 (inactive). (3) The molecule is NS(=O)(=O)c1nnc(NS(=O)(=O)c2ccc(F)cc2)s1. The result is 0 (inactive). (4) The compound is CCCCOC(=O)NC(Nc1ccc(S(=O)(=O)Nc2ccc(OC)nn2)cc1)(C(F)(F)F)C(F)(F)F. The result is 0 (inactive). (5) The molecule is O=C1CCC(=O)c2cc(Br)ccc2N1. The result is 0 (inactive). (6) The compound is CCOC(=O)CC(=O)ON(C)C(C)=O. The result is 0 (inactive). (7) The molecule is OCCN(CCO)CCn1cnc2c(NCc3ccccc3)ncnc21. The result is 0 (inactive). (8) The drug is O=C(C=Cc1ccc(F)c(F)c1)OCCc1ccccc1. The result is 0 (inactive). (9) The result is 0 (inactive). The drug is COc1ccc2c(=O)c(-c3cc4c(cc3OC)OCO4)coc2c1.